This data is from Catalyst prediction with 721,799 reactions and 888 catalyst types from USPTO. The task is: Predict which catalyst facilitates the given reaction. The catalyst class is: 20. Product: [F:20][C:2]([F:1])([F:19])[C:3]1[CH:4]=[CH:5][C:6]([C:9]2[S:10][C:11]([C:14]([OH:16])=[O:15])=[CH:12][N:13]=2)=[CH:7][CH:8]=1. Reactant: [F:1][C:2]([F:20])([F:19])[C:3]1[CH:8]=[CH:7][C:6]([C:9]2[S:10][C:11]([C:14]([O:16]CC)=[O:15])=[CH:12][N:13]=2)=[CH:5][CH:4]=1.[Li+].[OH-].Cl.